Dataset: Forward reaction prediction with 1.9M reactions from USPTO patents (1976-2016). Task: Predict the product of the given reaction. (1) The product is: [CH3:1][O:2][C:3]1[CH:8]=[CH:7][C:6]([C:9]([C:36]2[CH:41]=[CH:40][C:39]([O:42][CH3:43])=[CH:38][CH:37]=2)([NH:10][C:11]2[O:12][C@H:13]([C:26]([F:29])([F:28])[F:27])[CH2:14][C@:15]([C:18]3[CH:23]=[C:22]([C:48]#[C:49][C:50]4[CH:57]=[CH:56][C:53]([C:54]#[N:55])=[CH:52][N:51]=4)[CH:21]=[CH:20][C:19]=3[F:25])([CH3:17])[N:16]=2)[C:30]2[CH:35]=[CH:34][CH:33]=[CH:32][CH:31]=2)=[CH:5][CH:4]=1. Given the reactants [CH3:1][O:2][C:3]1[CH:8]=[CH:7][C:6]([C:9]([C:36]2[CH:41]=[CH:40][C:39]([O:42][CH3:43])=[CH:38][CH:37]=2)([C:30]2[CH:35]=[CH:34][CH:33]=[CH:32][CH:31]=2)[NH:10][C:11]2[O:12][C@H:13]([C:26]([F:29])([F:28])[F:27])[CH2:14][C@:15]([C:18]3[CH:23]=[C:22](I)[CH:21]=[CH:20][C:19]=3[F:25])([CH3:17])[N:16]=2)=[CH:5][CH:4]=1.C[Si]([C:48]#[C:49][C:50]1[CH:57]=[CH:56][C:53]([C:54]#[N:55])=[CH:52][N:51]=1)(C)C, predict the reaction product. (2) Given the reactants [NH2:1][C@H:2]1[CH2:7][CH2:6][CH2:5][CH2:4][C@H:3]1[NH:8][C:9]1[N:10]=[CH:11][C:12]2[C:18](=[O:19])[NH:17][CH:16]=[C:15]([C:20]3[CH:21]=[N:22][N:23]([CH3:25])[CH:24]=3)[C:13]=2[N:14]=1.O1CCCC1.C(N(CC)CC)C.[C:38](O[C:38]([O:40][C:41]([CH3:44])([CH3:43])[CH3:42])=[O:39])([O:40][C:41]([CH3:44])([CH3:43])[CH3:42])=[O:39], predict the reaction product. The product is: [C:41]([O:40][C:38](=[O:39])[NH:1][C@@H:2]1[CH2:7][CH2:6][CH2:5][CH2:4][C@@H:3]1[NH:8][C:9]1[N:10]=[CH:11][C:12]2[C:18](=[O:19])[NH:17][CH:16]=[C:15]([C:20]3[CH:21]=[N:22][N:23]([CH3:25])[CH:24]=3)[C:13]=2[N:14]=1)([CH3:44])([CH3:43])[CH3:42]. (3) Given the reactants C([O:8][C:9]1[C:14](=[O:15])[N:13]=[C:12]([CH2:16][C:17]2[CH:22]=[CH:21][CH:20]=[CH:19][C:18]=2[C:23]2[CH:28]=[CH:27][N:26]=[CH:25][CH:24]=2)[N:11]2[CH2:29][CH2:30][N:31]([CH:34]([CH3:36])[CH3:35])[C:32](=[O:33])[C:10]=12)C1C=CC=CC=1.ClC1C(Cl)=CC=CC=1CC1N2CCN(C(C)C)C(=O)C2=C(O)C(=O)N=1, predict the reaction product. The product is: [OH:8][C:9]1[C:14](=[O:15])[N:13]=[C:12]([CH2:16][C:17]2[CH:22]=[CH:21][CH:20]=[CH:19][C:18]=2[C:23]2[CH:24]=[CH:25][N:26]=[CH:27][CH:28]=2)[N:11]2[CH2:29][CH2:30][N:31]([CH:34]([CH3:36])[CH3:35])[C:32](=[O:33])[C:10]=12. (4) Given the reactants Cl[C:2]1[CH:3]=[CH:4][C:5]([C:13]2[CH:18]=[N:17][CH:16]=[CH:15][N:14]=2)=[C:6]([CH:12]=1)[C:7]([O:9][CH2:10][CH3:11])=[O:8].[CH3:19][C:20]1[CH:21]=[C:22](B(O)O)[CH:23]=[N:24][CH:25]=1.C([O-])([O-])=O.[Cs+].[Cs+], predict the reaction product. The product is: [CH3:19][C:20]1[CH:21]=[C:22]([C:2]2[CH:3]=[CH:4][C:5]([C:13]3[CH:18]=[N:17][CH:16]=[CH:15][N:14]=3)=[C:6]([CH:12]=2)[C:7]([O:9][CH2:10][CH3:11])=[O:8])[CH:23]=[N:24][CH:25]=1. (5) The product is: [Cl:1][C:2]1[CH:3]=[CH:4][C:5]([O:22][CH2:23][C:24]([NH:48][S:45]([C:39]2[CH:44]=[CH:43][CH:42]=[CH:41][CH:40]=2)(=[O:47])=[O:46])=[O:26])=[C:6]2[C:11]=1[N:10]=[C:9]([CH3:12])[C:8]([CH2:13][C:14]1[CH:15]=[CH:16][C:17]([Cl:20])=[CH:18][CH:19]=1)=[C:7]2[CH3:21]. Given the reactants [Cl:1][C:2]1[CH:3]=[CH:4][C:5]([O:22][CH2:23][C:24]([OH:26])=O)=[C:6]2[C:11]=1[N:10]=[C:9]([CH3:12])[C:8]([CH2:13][C:14]1[CH:19]=[CH:18][C:17]([Cl:20])=[CH:16][CH:15]=1)=[C:7]2[CH3:21].Cl.CN(C)CCCN=C=NCC.[C:39]1([S:45]([NH2:48])(=[O:47])=[O:46])[CH:44]=[CH:43][CH:42]=[CH:41][CH:40]=1, predict the reaction product. (6) Given the reactants FC(F)(F)C(O)=O.[C:8]([NH:11][C:12]1[S:13][C:14]2[CH:20]=[CH:19][CH:18]=[C:17]([O:21][C:22]3[N:27]=[CH:26][N:25]=[C:24]([C:28]4[CH:33]=[CH:32][C:31]([C:34]([F:37])([F:36])[F:35])=[CH:30][C:29]=4[NH:38][C:39]([C@@H:41]4[CH2:44][CH2:43][NH:42]4)=[O:40])[CH:23]=3)[C:15]=2[N:16]=1)(=[O:10])[CH3:9].[CH:45](=O)[CH:46]([CH3:48])[CH3:47], predict the reaction product. The product is: [C:8]([NH:11][C:12]1[S:13][C:14]2[CH:20]=[CH:19][CH:18]=[C:17]([O:21][C:22]3[N:27]=[CH:26][N:25]=[C:24]([C:28]4[CH:33]=[CH:32][C:31]([C:34]([F:35])([F:36])[F:37])=[CH:30][C:29]=4[NH:38][C:39]([C@@H:41]4[CH2:44][CH2:43][N:42]4[CH2:45][CH:46]([CH3:48])[CH3:47])=[O:40])[CH:23]=3)[C:15]=2[N:16]=1)(=[O:10])[CH3:9]. (7) Given the reactants [Br:1][C:2]1[CH:3]=[CH:4][C:5]([C:8]2[CH:12]=[CH:11][NH:10][N:9]=2)=[N:6][CH:7]=1.[N+:13]([O-])([OH:15])=[O:14].[OH-].[Na+], predict the reaction product. The product is: [Br:1][C:2]1[CH:3]=[CH:4][C:5]([C:8]2[C:12]([N+:13]([O-:15])=[O:14])=[CH:11][NH:10][N:9]=2)=[N:6][CH:7]=1. (8) Given the reactants C(OC([N:8]1[CH2:13][CH2:12][CH:11]([NH:14][CH2:15][C:16]2[CH:17]=[CH:18][C:19]3[O:24][CH2:23][C:22](=[O:25])[NH:21][C:20]=3[CH:26]=2)[CH2:10][CH2:9]1)=O)(C)(C)C.Cl, predict the reaction product. The product is: [NH:8]1[CH2:13][CH2:12][CH:11]([NH:14][CH2:15][C:16]2[CH:17]=[CH:18][C:19]3[O:24][CH2:23][C:22](=[O:25])[NH:21][C:20]=3[CH:26]=2)[CH2:10][CH2:9]1. (9) Given the reactants B(Br)(Br)Br.[CH2:5]([C:12]1[CH:13]=[C:14]([C:20]2[CH:25]=[CH:24][C:23]([CH2:26][CH2:27][C:28]#[N:29])=[CH:22][C:21]=2[CH2:30][CH:31]([CH3:33])[CH3:32])[CH:15]=[CH:16][C:17]=1[O:18]C)[C:6]1[CH:11]=[CH:10][CH:9]=[CH:8][CH:7]=1.O, predict the reaction product. The product is: [CH2:5]([C:12]1[CH:13]=[C:14]([C:20]2[CH:25]=[CH:24][C:23]([CH2:26][CH2:27][C:28]#[N:29])=[CH:22][C:21]=2[CH2:30][CH:31]([CH3:33])[CH3:32])[CH:15]=[CH:16][C:17]=1[OH:18])[C:6]1[CH:11]=[CH:10][CH:9]=[CH:8][CH:7]=1.